Dataset: Full USPTO retrosynthesis dataset with 1.9M reactions from patents (1976-2016). Task: Predict the reactants needed to synthesize the given product. (1) Given the product [OH:8][CH2:9][C@@H:10]1[C@@H:14]([O:15][Si:16]([CH:23]([CH3:24])[CH3:25])([CH:20]([CH3:22])[CH3:21])[CH:17]([CH3:19])[CH3:18])[CH2:13][C@H:12]([NH:26][C:27]2[C:32]([C:33]([C:35]3[S:39][CH:38]=[C:37]([C:40](=[O:42])[CH3:41])[CH:36]=3)=[O:34])=[CH:31][N:30]=[CH:29][N:28]=2)[CH2:11]1, predict the reactants needed to synthesize it. The reactants are: [Si]([O:8][CH2:9][C@@H:10]1[C@@H:14]([O:15][Si:16]([CH:23]([CH3:25])[CH3:24])([CH:20]([CH3:22])[CH3:21])[CH:17]([CH3:19])[CH3:18])[CH2:13][C@H:12]([NH:26][C:27]2[C:32]([C:33]([C:35]3[S:39][CH:38]=[C:37]([C:40](=[O:42])[CH3:41])[CH:36]=3)=[O:34])=[CH:31][N:30]=[CH:29][N:28]=2)[CH2:11]1)(C(C)(C)C)(C)C.Cl. (2) Given the product [Cl:25][C:26]1[CH:33]=[C:32]([N:34]2[CH:6]([C:5]3[CH:4]=[CH:3][C:2]([F:1])=[CH:23][CH:22]=3)[CH:7]3[CH2:8][O:9][C:10]4[CH:11]=[C:12]([C:18]([OH:20])=[O:19])[CH:13]=[CH:14][C:15]=4[C:16]3=[N:35]2)[CH:31]=[CH:30][C:27]=1[C:28]#[N:29], predict the reactants needed to synthesize it. The reactants are: [F:1][C:2]1[CH:23]=[CH:22][C:5]([CH:6]=[C:7]2[C:16](=O)[C:15]3[C:10](=[CH:11][C:12]([C:18]([O:20]C)=[O:19])=[CH:13][CH:14]=3)[O:9][CH2:8]2)=[CH:4][CH:3]=1.Cl.[Cl:25][C:26]1[CH:33]=[C:32]([NH:34][NH2:35])[CH:31]=[CH:30][C:27]=1[C:28]#[N:29].O1CCCC1. (3) Given the product [Cl:7][C:8]1[CH:16]=[CH:15][C:14]([N:17]2[CH:21]=[CH:20][CH:19]=[CH:18]2)=[CH:13][C:9]=1[C:10]([NH:12][C:1](=[O:5])[NH:34][C:32]1[S:33][C:29]2[CH:28]=[C:27]([S:24]([CH2:22][CH2:23][N:37]3[CH2:42][CH2:41][NH:40][CH2:39][CH2:38]3)(=[O:26])=[O:25])[CH:36]=[CH:35][C:30]=2[N:31]=1)=[O:11], predict the reactants needed to synthesize it. The reactants are: [C:1](Cl)(=[O:5])C(Cl)=O.[Cl:7][C:8]1[CH:16]=[CH:15][C:14]([N:17]2[CH:21]=[CH:20][CH:19]=[CH:18]2)=[CH:13][C:9]=1[C:10]([NH2:12])=[O:11].[CH:22]([S:24]([C:27]1[CH:36]=[CH:35][C:30]2[N:31]=[C:32]([NH2:34])[S:33][C:29]=2[CH:28]=1)(=[O:26])=[O:25])=[CH2:23].[NH:37]1[CH2:42][CH2:41][NH:40][CH2:39][CH2:38]1.